This data is from Reaction yield outcomes from USPTO patents with 853,638 reactions. The task is: Predict the reaction yield, written as a fraction of the theoretical maximum amount of product (1.0 means a 100% yield; for example, 0.34 means a 34% yield). The yield is 0.940. The reactants are [CH3:1][C:2]1[S:6][C:5]([C:7]([OH:9])=O)=[CH:4][C:3]=1[C:10]1[N:14]([CH3:15])[N:13]=[CH:12][CH:11]=1.C(N(CC)C(C)C)(C)C.[NH2:25][C@@H:26]([CH2:39][CH:40]1[CH2:45][CH2:44][CH2:43][CH2:42][CH2:41]1)[CH2:27][N:28]1[C:36](=[O:37])[C:35]2[C:30](=[CH:31][CH:32]=[CH:33][CH:34]=2)[C:29]1=[O:38].CC(OC(N[C@H](C(O)=O)CC1C=CC=CC=1C(F)(F)F)=O)(C)C.F[P-](F)(F)(F)(F)F.Br[P+](N1CCCC1)(N1CCCC1)N1CCCC1. The catalyst is C(Cl)Cl. The product is [CH:40]1([CH2:39][C@H:26]([NH:25][C:7]([C:5]2[S:6][C:2]([CH3:1])=[C:3]([C:10]3[N:14]([CH3:15])[N:13]=[CH:12][CH:11]=3)[CH:4]=2)=[O:9])[CH2:27][N:28]2[C:29](=[O:38])[C:30]3[C:35](=[CH:34][CH:33]=[CH:32][CH:31]=3)[C:36]2=[O:37])[CH2:45][CH2:44][CH2:43][CH2:42][CH2:41]1.